The task is: Regression. Given two drug SMILES strings and cell line genomic features, predict the synergy score measuring deviation from expected non-interaction effect.. This data is from NCI-60 drug combinations with 297,098 pairs across 59 cell lines. (1) Synergy scores: CSS=2.67, Synergy_ZIP=-3.44, Synergy_Bliss=-3.28, Synergy_Loewe=-2.13, Synergy_HSA=-2.13. Drug 1: C1=NC(=NC(=O)N1C2C(C(C(O2)CO)O)O)N. Cell line: NCI/ADR-RES. Drug 2: C1=CN(C=N1)CC(O)(P(=O)(O)O)P(=O)(O)O. (2) Drug 1: C1=NC2=C(N1)C(=S)N=CN2. Drug 2: COC1=NC(=NC2=C1N=CN2C3C(C(C(O3)CO)O)O)N. Cell line: K-562. Synergy scores: CSS=-9.57, Synergy_ZIP=-0.798, Synergy_Bliss=-11.4, Synergy_Loewe=-15.2, Synergy_HSA=-14.7. (3) Drug 1: C1CCC(CC1)NC(=O)N(CCCl)N=O. Drug 2: CN1C2=C(C=C(C=C2)N(CCCl)CCCl)N=C1CCCC(=O)O.Cl. Cell line: UACC-257. Synergy scores: CSS=8.66, Synergy_ZIP=1.33, Synergy_Bliss=4.38, Synergy_Loewe=-3.28, Synergy_HSA=0.248. (4) Synergy scores: CSS=14.4, Synergy_ZIP=-6.56, Synergy_Bliss=-10.3, Synergy_Loewe=-11.9, Synergy_HSA=-8.70. Drug 2: CC1=C(C(=O)C2=C(C1=O)N3CC4C(C3(C2COC(=O)N)OC)N4)N. Drug 1: CC1C(C(=O)NC(C(=O)N2CCCC2C(=O)N(CC(=O)N(C(C(=O)O1)C(C)C)C)C)C(C)C)NC(=O)C3=C4C(=C(C=C3)C)OC5=C(C(=O)C(=C(C5=N4)C(=O)NC6C(OC(=O)C(N(C(=O)CN(C(=O)C7CCCN7C(=O)C(NC6=O)C(C)C)C)C)C(C)C)C)N)C. Cell line: LOX IMVI. (5) Drug 1: CC(C1=C(C=CC(=C1Cl)F)Cl)OC2=C(N=CC(=C2)C3=CN(N=C3)C4CCNCC4)N. Drug 2: CN1CCC(CC1)COC2=C(C=C3C(=C2)N=CN=C3NC4=C(C=C(C=C4)Br)F)OC. Cell line: K-562. Synergy scores: CSS=65.9, Synergy_ZIP=-0.175, Synergy_Bliss=-1.08, Synergy_Loewe=-9.22, Synergy_HSA=-0.486. (6) Drug 1: C#CCC(CC1=CN=C2C(=N1)C(=NC(=N2)N)N)C3=CC=C(C=C3)C(=O)NC(CCC(=O)O)C(=O)O. Drug 2: COC1=C2C(=CC3=C1OC=C3)C=CC(=O)O2. Cell line: LOX IMVI. Synergy scores: CSS=-9.15, Synergy_ZIP=1.75, Synergy_Bliss=-4.88, Synergy_Loewe=-8.54, Synergy_HSA=-7.93. (7) Drug 1: CC1OCC2C(O1)C(C(C(O2)OC3C4COC(=O)C4C(C5=CC6=C(C=C35)OCO6)C7=CC(=C(C(=C7)OC)O)OC)O)O. Drug 2: CC(C1=C(C=CC(=C1Cl)F)Cl)OC2=C(N=CC(=C2)C3=CN(N=C3)C4CCNCC4)N. Cell line: ACHN. Synergy scores: CSS=54.3, Synergy_ZIP=-0.912, Synergy_Bliss=-0.423, Synergy_Loewe=-2.57, Synergy_HSA=0.778. (8) Drug 1: CC1=C(C=C(C=C1)NC2=NC=CC(=N2)N(C)C3=CC4=NN(C(=C4C=C3)C)C)S(=O)(=O)N.Cl. Drug 2: C1=CC(=CC=C1C#N)C(C2=CC=C(C=C2)C#N)N3C=NC=N3. Cell line: HOP-92. Synergy scores: CSS=15.4, Synergy_ZIP=0.132, Synergy_Bliss=5.43, Synergy_Loewe=-1.54, Synergy_HSA=6.59. (9) Synergy scores: CSS=-5.52, Synergy_ZIP=1.67, Synergy_Bliss=-3.04, Synergy_Loewe=-4.43, Synergy_HSA=-6.60. Drug 1: CC1=C(C=C(C=C1)NC(=O)C2=CC=C(C=C2)CN3CCN(CC3)C)NC4=NC=CC(=N4)C5=CN=CC=C5. Drug 2: CC(C)NC(=O)C1=CC=C(C=C1)CNNC.Cl. Cell line: SK-OV-3.